Regression. Given two drug SMILES strings and cell line genomic features, predict the synergy score measuring deviation from expected non-interaction effect. From a dataset of NCI-60 drug combinations with 297,098 pairs across 59 cell lines. (1) Drug 1: CC1=CC=C(C=C1)C2=CC(=NN2C3=CC=C(C=C3)S(=O)(=O)N)C(F)(F)F. Drug 2: C#CCC(CC1=CN=C2C(=N1)C(=NC(=N2)N)N)C3=CC=C(C=C3)C(=O)NC(CCC(=O)O)C(=O)O. Cell line: IGROV1. Synergy scores: CSS=50.3, Synergy_ZIP=2.70, Synergy_Bliss=-0.457, Synergy_Loewe=-30.4, Synergy_HSA=-1.30. (2) Drug 1: C1=CC(=C2C(=C1NCCNCCO)C(=O)C3=C(C=CC(=C3C2=O)O)O)NCCNCCO. Drug 2: C1CN(P(=O)(OC1)NCCCl)CCCl. Cell line: A549. Synergy scores: CSS=30.3, Synergy_ZIP=-2.57, Synergy_Bliss=-6.41, Synergy_Loewe=-40.3, Synergy_HSA=-5.86. (3) Drug 1: CCC1=C2CN3C(=CC4=C(C3=O)COC(=O)C4(CC)O)C2=NC5=C1C=C(C=C5)O. Drug 2: C1CN1C2=NC(=NC(=N2)N3CC3)N4CC4. Cell line: K-562. Synergy scores: CSS=37.7, Synergy_ZIP=-1.13, Synergy_Bliss=1.63, Synergy_Loewe=1.51, Synergy_HSA=4.32. (4) Drug 1: CCCCCOC(=O)NC1=NC(=O)N(C=C1F)C2C(C(C(O2)C)O)O. Drug 2: C1CN(CCN1C(=O)CCBr)C(=O)CCBr. Cell line: HCT-15. Synergy scores: CSS=5.94, Synergy_ZIP=-4.23, Synergy_Bliss=-1.38, Synergy_Loewe=-19.9, Synergy_HSA=-7.97. (5) Drug 1: CCC1=C2CN3C(=CC4=C(C3=O)COC(=O)C4(CC)O)C2=NC5=C1C=C(C=C5)O. Drug 2: CC1=C(N=C(N=C1N)C(CC(=O)N)NCC(C(=O)N)N)C(=O)NC(C(C2=CN=CN2)OC3C(C(C(C(O3)CO)O)O)OC4C(C(C(C(O4)CO)O)OC(=O)N)O)C(=O)NC(C)C(C(C)C(=O)NC(C(C)O)C(=O)NCCC5=NC(=CS5)C6=NC(=CS6)C(=O)NCCC[S+](C)C)O. Cell line: MDA-MB-231. Synergy scores: CSS=26.1, Synergy_ZIP=-7.87, Synergy_Bliss=-2.68, Synergy_Loewe=2.22, Synergy_HSA=3.38.